This data is from Full USPTO retrosynthesis dataset with 1.9M reactions from patents (1976-2016). The task is: Predict the reactants needed to synthesize the given product. (1) Given the product [CH3:1][C:2]1[CH:3]=[CH:4][C:5]([S:8]([O:11][CH2:12][CH:13]2[CH2:17][C:16]3[CH:18]=[CH:19][CH:20]=[C:21]([NH:22][C:23]4[CH:28]=[CH:27][C:26]([CH3:30])=[CH:25][CH:24]=4)[C:15]=3[O:14]2)(=[O:10])=[O:9])=[CH:6][CH:7]=1, predict the reactants needed to synthesize it. The reactants are: [CH3:1][C:2]1[CH:7]=[CH:6][C:5]([S:8]([O:11][CH2:12][CH:13]2[CH2:17][C:16]3[CH:18]=[CH:19][CH:20]=[C:21]([NH:22][C:23]4[CH:28]=[CH:27][CH:26]=[CH:25][CH:24]=4)[C:15]=3[O:14]2)(=[O:10])=[O:9])=[CH:4][CH:3]=1.Br[C:30]1C=CC(C)=CC=1.CC(C)([O-])C.[Na+]. (2) Given the product [C:8]([C:7]1[N:6]=[CH:5][C:4]([NH:10][C@H:11]([CH2:15][CH:16]([CH3:18])[CH3:17])[C:12]([NH2:14])=[O:13])=[CH:3][C:2]=1[NH:26][C:24]1[S:23][N:22]=[C:21]([CH3:20])[CH:25]=1)#[N:9], predict the reactants needed to synthesize it. The reactants are: Br[C:2]1[CH:3]=[C:4]([NH:10][C@H:11]([CH2:15][CH:16]([CH3:18])[CH3:17])[C:12]([NH2:14])=[O:13])[CH:5]=[N:6][C:7]=1[C:8]#[N:9].Cl.[CH3:20][C:21]1[CH:25]=[C:24]([NH2:26])[S:23][N:22]=1.O(C1C=CC=CC=1)[Na].O.O.O.CC1(C)C2C(=C(P(C3C=CC=CC=3)C3C=CC=CC=3)C=CC=2)OC2C(P(C3C=CC=CC=3)C3C=CC=CC=3)=CC=CC1=2. (3) Given the product [C:1]([O:5][C:6]([N:8]([CH2:23][C:24]([F:27])([F:26])[F:25])[C:9]1[CH:14]=[C:13]([C:15]2[O:16][CH:17]=[C:18]([C:20]([O:22][C:34]3[C:33]([F:36])=[C:32]([F:37])[C:31]([F:38])=[C:30]([F:39])[C:29]=3[F:28])=[O:21])[N:19]=2)[CH:12]=[CH:11][N:10]=1)=[O:7])([CH3:4])([CH3:2])[CH3:3], predict the reactants needed to synthesize it. The reactants are: [C:1]([O:5][C:6]([N:8]([CH2:23][C:24]([F:27])([F:26])[F:25])[C:9]1[CH:14]=[C:13]([C:15]2[O:16][CH:17]=[C:18]([C:20]([OH:22])=[O:21])[N:19]=2)[CH:12]=[CH:11][N:10]=1)=[O:7])([CH3:4])([CH3:3])[CH3:2].[F:28][C:29]1[C:34](O)=[C:33]([F:36])[C:32]([F:37])=[C:31]([F:38])[C:30]=1[F:39].CN(C(ON1N=NC2C=CC=NC1=2)=[N+](C)C)C.F[P-](F)(F)(F)(F)F.[Cl-].[NH4+]. (4) Given the product [I:13][CH2:10][C:7]1[CH:8]=[CH:9][C:4]([C:3]([O:2][CH3:1])=[O:12])=[CH:5][CH:6]=1, predict the reactants needed to synthesize it. The reactants are: [CH3:1][O:2][C:3](=[O:12])[C:4]1[CH:9]=[CH:8][C:7]([CH2:10]Br)=[CH:6][CH:5]=1.[I-:13].[Na+]. (5) Given the product [CH:17]1([N:5]2[C:4]3[N:3]=[C:2]([NH2:23])[N:11]=[CH:10][C:9]=3[N:8]3[CH:12]=[N:13][N:14]=[C:7]3[C@H:6]2[CH2:15][CH3:16])[CH2:21][CH2:20][CH2:19][CH2:18]1, predict the reactants needed to synthesize it. The reactants are: Cl[C:2]1[N:11]=[CH:10][C:9]2[N:8]3[CH:12]=[N:13][N:14]=[C:7]3[C@@H:6]([CH2:15][CH3:16])[N:5]([CH:17]3[CH2:21][CH2:20][CH2:19][CH2:18]3)[C:4]=2[N:3]=1.[OH-].[NH4+:23]. (6) The reactants are: [C:1]([C:4]12[CH2:11][CH2:10][C:7]([NH:12][CH2:13][C:14]([N:16]3[CH2:20][C@@H:19]([F:21])[CH2:18][C@H:17]3[C:22]#[N:23])=[O:15])([CH2:8][CH2:9]1)[CH2:6][CH2:5]2)(O)=[O:2].ON1C2C=CC=CC=2N=N1.Cl.CN(C)CCCN=C=NCC.[F:46][C:47]([F:56])([F:55])[C:48]1[CH:54]=[CH:53][C:51]([NH2:52])=[CH:50][CH:49]=1.CN(C1C=CC=CN=1)C. Given the product [F:21][C@@H:19]1[CH2:20][N:16]([C:14](=[O:15])[CH2:13][NH:12][C:7]23[CH2:10][CH2:11][C:4]([C:1]([NH:52][C:51]4[CH:53]=[CH:54][C:48]([C:47]([F:46])([F:55])[F:56])=[CH:49][CH:50]=4)=[O:2])([CH2:9][CH2:8]2)[CH2:5][CH2:6]3)[C@H:17]([C:22]#[N:23])[CH2:18]1, predict the reactants needed to synthesize it.